Dataset: Catalyst prediction with 721,799 reactions and 888 catalyst types from USPTO. Task: Predict which catalyst facilitates the given reaction. Reactant: [CH:1]([C@:4]1([C:10]([OH:12])=O)[CH2:8][CH2:7][C:6](=[O:9])[CH2:5]1)([CH3:3])[CH3:2].C(Cl)(=O)C(Cl)=O.C([N:21](CC)CC)C. The catalyst class is: 3. Product: [CH:1]([C:4]1([C:10]([NH2:21])=[O:12])[CH2:8][CH2:7][C:6](=[O:9])[CH2:5]1)([CH3:3])[CH3:2].